Dataset: Catalyst prediction with 721,799 reactions and 888 catalyst types from USPTO. Task: Predict which catalyst facilitates the given reaction. (1) Reactant: [F:1][C:2]1[CH:7]=[CH:6][C:5]([NH:8][C:9]2[N:14]=[C:13]([N:15]3[CH2:19][C@H:18]([OH:20])[CH2:17][C@H:16]3[C:21]([OH:23])=[O:22])[CH:12]=[C:11]([CH2:24][CH2:25][CH3:26])[N:10]=2)=[CH:4][CH:3]=1.S(=O)(=O)(O)O.[C:32](=O)(O)[O-].[Na+]. Product: [CH3:32][O:22][C:21]([C@@H:16]1[CH2:17][C@@H:18]([OH:20])[CH2:19][N:15]1[C:13]1[CH:12]=[C:11]([CH2:24][CH2:25][CH3:26])[N:10]=[C:9]([NH:8][C:5]2[CH:6]=[CH:7][C:2]([F:1])=[CH:3][CH:4]=2)[N:14]=1)=[O:23]. The catalyst class is: 5. (2) Reactant: [S:1](Cl)(Cl)=[O:2].[C:5]([O:9][C:10](=[O:32])[NH:11][C@:12]([CH2:30][OH:31])([CH3:29])[CH2:13][CH2:14][C:15]1[CH:20]=[CH:19][C:18]([O:21][CH2:22][CH2:23][CH2:24][CH2:25][CH2:26][CH2:27][CH3:28])=[CH:17][CH:16]=1)([CH3:8])([CH3:7])[CH3:6].N1C=CC=CC=1.Cl. Product: [C:5]([O:9][C:10]([N:11]1[C:12]([CH2:13][CH2:14][C:15]2[CH:16]=[CH:17][C:18]([O:21][CH2:22][CH2:23][CH2:24][CH2:25][CH2:26][CH2:27][CH3:28])=[CH:19][CH:20]=2)([CH3:29])[CH2:30][O:31][S@:1]1=[O:2])=[O:32])([CH3:8])([CH3:7])[CH3:6]. The catalyst class is: 290. (3) The catalyst class is: 67. Product: [CH:1]([NH:4][C:5]1[N:10]=[C:9]([C:11]2[C:19]3[C:14](=[CH:15][CH:16]=[C:17]([C:20]4[S:24][N:23]=[C:22]([NH2:25])[N:21]=4)[CH:18]=3)[N:13]([S:35]([C:38]3[CH:39]=[CH:40][C:41]([CH3:42])=[CH:43][CH:44]=3)(=[O:36])=[O:37])[CH:12]=2)[CH:8]=[N:7][CH:6]=1)([CH3:3])[CH3:2]. Reactant: [CH:1]([NH:4][C:5]1[N:10]=[C:9]([C:11]2[C:19]3[C:14](=[CH:15][CH:16]=[C:17]([C:20]4[S:24][N:23]=[C:22]([NH:25]CC5C=CC(OC)=CC=5)[N:21]=4)[CH:18]=3)[N:13]([S:35]([C:38]3[CH:44]=[CH:43][C:41]([CH3:42])=[CH:40][CH:39]=3)(=[O:37])=[O:36])[CH:12]=2)[CH:8]=[N:7][CH:6]=1)([CH3:3])[CH3:2]. (4) The catalyst class is: 100. Reactant: [C:1]([O:5][C:6](=[O:9])[NH:7][OH:8])([CH3:4])([CH3:3])[CH3:2].[CH:10]1[CH2:15][CH2:14][CH:13]=[CH:12][CH:11]=1. Product: [CH:12]12[CH2:13][CH2:14][CH:15]([CH:10]=[CH:11]1)[O:8][N:7]2[C:6]([O:5][C:1]([CH3:4])([CH3:3])[CH3:2])=[O:9]. (5) Product: [Br:15][CH2:2][C:3]1[CH:4]=[C:5]([CH:11]=[CH:12][CH:13]=1)[O:6][CH2:7][C:8]([NH2:10])=[O:9]. The catalyst class is: 4. Reactant: O[CH2:2][C:3]1[CH:4]=[C:5]([CH:11]=[CH:12][CH:13]=1)[O:6][CH2:7][C:8]([NH2:10])=[O:9].P(Br)(Br)[Br:15]. (6) Reactant: [Cl:1][C:2]1[CH:21]=[CH:20][C:19]([Cl:22])=[CH:18][C:3]=1[CH2:4][N:5]1[C:9]([C:10]#[N:11])=[CH:8][N:7]=[C:6]1[C:12]1[CH:13]=[N:14][CH:15]=[CH:16][CH:17]=1.Cl.C(N(CC)CC)C.[N-:31]=[N+:32]=[N-:33].[Na+]. Product: [Cl:1][C:2]1[CH:21]=[CH:20][C:19]([Cl:22])=[CH:18][C:3]=1[CH2:4][N:5]1[C:9]([C:10]2[NH:33][N:32]=[N:31][N:11]=2)=[CH:8][N:7]=[C:6]1[C:12]1[CH:13]=[N:14][CH:15]=[CH:16][CH:17]=1. The catalyst class is: 3.